Dataset: Catalyst prediction with 721,799 reactions and 888 catalyst types from USPTO. Task: Predict which catalyst facilitates the given reaction. (1) Reactant: CCN(C(C)C)C(C)C.Cl.[F:11][C:12]1[CH:27]=[CH:26][C:15]2[N:16]=[C:17]([NH:19][C@H:20]3[CH2:24][CH2:23][CH2:22][C@@H:21]3[NH2:25])[S:18][C:14]=2[CH:13]=1.[CH:28]1([C:31]2[CH:39]=[CH:38][CH:37]=[CH:36][C:32]=2[C:33](Cl)=[O:34])[CH2:30][CH2:29]1. Product: [CH:28]1([C:31]2[CH:39]=[CH:38][CH:37]=[CH:36][C:32]=2[C:33]([NH:25][C@H:21]2[CH2:22][CH2:23][CH2:24][C@@H:20]2[NH:19][C:17]2[S:18][C:14]3[CH:13]=[C:12]([F:11])[CH:27]=[CH:26][C:15]=3[N:16]=2)=[O:34])[CH2:29][CH2:30]1. The catalyst class is: 4. (2) Reactant: [Br:1][C:2]1[CH:7]=[CH:6][NH:5][C:4](=[O:8])[CH:3]=1.CS(O[CH:14]1[CH2:19][CH2:18][N:17]([C:20]([O:22][C:23]([CH3:26])([CH3:25])[CH3:24])=[O:21])[CH2:16][CH2:15]1)(=O)=O.C([O-])([O-])=O.[Cs+].[Cs+]. Product: [Br:1][C:2]1[CH:7]=[CH:6][N:5]([CH:14]2[CH2:19][CH2:18][N:17]([C:20]([O:22][C:23]([CH3:26])([CH3:25])[CH3:24])=[O:21])[CH2:16][CH2:15]2)[C:4](=[O:8])[CH:3]=1. The catalyst class is: 39. (3) Reactant: [Cl:1][C:2]1[CH:3]=[C:4]([C:12]([OH:14])=O)[CH:5]=[N:6][C:7]=1[O:8][CH:9]([CH3:11])[CH3:10].C(Cl)CCl.C1C=CC2N(O)N=NC=2C=1.C(N(CC)CC)C.O[NH:37][C:38]([C:40]1[CH:41]=[C:42]2[C:46](=[CH:47][CH:48]=1)[NH:45][N:44]=[CH:43]2)=[NH:39].CCCC[N+](CCCC)(CCCC)CCCC.[F-]. Product: [Cl:1][C:2]1[CH:3]=[C:4]([C:12]2[O:14][N:37]=[C:38]([C:40]3[CH:41]=[C:42]4[C:46](=[CH:47][CH:48]=3)[NH:45][N:44]=[CH:43]4)[N:39]=2)[CH:5]=[N:6][C:7]=1[O:8][CH:9]([CH3:10])[CH3:11]. The catalyst class is: 1. (4) Reactant: Cl[CH2:2][CH2:3][N:4]([CH3:24])[C:5]1[CH:6]=[C:7]2[C:11](=[CH:12][CH:13]=1)[C:10](=[C:14]1[C:22]3[C:17](=[CH:18][CH:19]=[CH:20][CH:21]=3)[NH:16][C:15]1=[O:23])[O:9][CH2:8]2.[NH:25]1[CH2:30][CH2:29][O:28][CH2:27][CH2:26]1.O. Product: [CH3:24][N:4]([CH2:3][CH2:2][N:25]1[CH2:30][CH2:29][O:28][CH2:27][CH2:26]1)[C:5]1[CH:6]=[C:7]2[C:11](=[CH:12][CH:13]=1)[C:10](=[C:14]1[C:22]3[C:17](=[CH:18][CH:19]=[CH:20][CH:21]=3)[NH:16][C:15]1=[O:23])[O:9][CH2:8]2. The catalyst class is: 3.